From a dataset of Reaction yield outcomes from USPTO patents with 853,638 reactions. Predict the reaction yield, written as a fraction of the theoretical maximum amount of product (1.0 means a 100% yield; for example, 0.34 means a 34% yield). (1) The reactants are [N+:1]([C:4]1[CH:5]=[C:6](O)[CH:7]=[CH:8][CH:9]=1)([O-:3])=[O:2].ClC[C:13]1[O:17][C:16]([C:18]([O:20][CH3:21])=[O:19])=[CH:15][CH:14]=1.[C:22]([O-])([O-])=[O:23].[K+].[K+]. The catalyst is CC(C)=O.O. The product is [N+:1]([C:4]1[CH:5]=[CH:6][C:7]([O:23][CH2:22][C:14]2[CH:15]=[C:16]([C:18]([O:20][CH3:21])=[O:19])[O:17][CH:13]=2)=[CH:8][CH:9]=1)([O-:3])=[O:2]. The yield is 0.900. (2) The reactants are [C:1]([C:3]1[CH:19]=[CH:18][C:6]([CH2:7][O:8][C@@H:9]2[CH2:12][C@H:11]([C:13]([O:15]CC)=[O:14])[CH2:10]2)=[CH:5][CH:4]=1)#[N:2].[OH-].[Na+]. The catalyst is O1CCOCC1. The product is [C:1]([C:3]1[CH:4]=[CH:5][C:6]([CH2:7][O:8][C@@H:9]2[CH2:12][C@H:11]([C:13]([OH:15])=[O:14])[CH2:10]2)=[CH:18][CH:19]=1)#[N:2]. The yield is 0.600. (3) The reactants are FC(F)(F)[C:3]1[CH:4]=[C:5]([NH:9][C:10](=[O:29])[NH:11][C:12]2[CH:17]=[CH:16][C:15]([C:18]3[S:22][C:21]([CH2:23][CH2:24]C(OC)=O)=[N:20][CH:19]=3)=[CH:14][CH:13]=2)[CH:6]=[CH:7][CH:8]=1.[CH3:32][C:33]1[O:37][C:36]([CH2:38][CH:39]2[CH2:44]CC(C3SC(C4C=CC(N)=CC=4)=CN=3)[CH2:41][CH2:40]2)=[N:35][N:34]=1.C1(N=C=O)C=CC=CC=1. No catalyst specified. The product is [CH3:32][C:33]1[O:37][C:36]([CH2:38][CH:39]2[CH2:40][CH2:41][CH:23]([C:21]3[S:22][C:18]([C:15]4[CH:14]=[CH:13][C:12]([NH:11][C:10]([NH:9][C:5]5[CH:4]=[CH:3][CH:8]=[CH:7][CH:6]=5)=[O:29])=[CH:17][CH:16]=4)=[CH:19][N:20]=3)[CH2:24][CH2:44]2)=[N:35][N:34]=1. The yield is 0.530. (4) The product is [ClH:1].[Cl:1][C:2]1[C:11]([NH:12][S:13]([C:16]([F:19])([F:17])[F:18])(=[O:14])=[O:15])=[CH:10][C:9]([Cl:20])=[CH:8][C:3]=1[C:4]([OH:6])=[O:5]. The catalyst is CO. The reactants are [Cl:1][C:2]1[C:11]([NH:12][S:13]([C:16]([F:19])([F:18])[F:17])(=[O:15])=[O:14])=[CH:10][C:9]([Cl:20])=[CH:8][C:3]=1[C:4]([O:6]C)=[O:5].[OH-].[Na+].Cl. The yield is 1.00. (5) The reactants are [O:1]=[C:2]1[CH2:7][O:6][C:5]2[CH:8]=[CH:9][C:10]([CH:12]([CH3:18])[C:13]([O:15]CC)=[O:14])=[CH:11][C:4]=2[NH:3]1.[OH-].[Na+].O.C(O)(=O)C. The catalyst is CCO. The product is [O:1]=[C:2]1[CH2:7][O:6][C:5]2[CH:8]=[CH:9][C:10]([CH:12]([CH3:18])[C:13]([OH:15])=[O:14])=[CH:11][C:4]=2[NH:3]1. The yield is 0.950.